From a dataset of Forward reaction prediction with 1.9M reactions from USPTO patents (1976-2016). Predict the product of the given reaction. (1) Given the reactants [CH3:1][S:2][C:3]1[N:10]2[C:6]([S:7][C:8]([C:11]3[C@H:12]([CH3:35])[C@@H:13]4[C@@H:30]([C@H:31]([OH:33])[CH3:32])[C:29](=[O:34])[N:14]4[C:15]=3[C:16]([O:18][CH2:19][C:20]3[CH:25]=[CH:24][C:23]([N+:26]([O-:28])=[O:27])=[CH:22][CH:21]=3)=[O:17])=[CH:9]2)=[C:5]([S:36][CH3:37])[N:4]=1.ClC1C=CC=C(C(OO)=[O:46])C=1.S([O-])([O-])(=O)=S.[Na+].[Na+], predict the reaction product. The product is: [OH:33][C@@H:31]([C@H:30]1[C:29](=[O:34])[N:14]2[C:15]([C:16]([O:18][CH2:19][C:20]3[CH:21]=[CH:22][C:23]([N+:26]([O-:28])=[O:27])=[CH:24][CH:25]=3)=[O:17])=[C:11]([C:8]3[S:7][C:6]4=[C:5]([S:36]([CH3:37])=[O:46])[N:4]=[C:3]([S:2][CH3:1])[N:10]4[CH:9]=3)[C@H:12]([CH3:35])[C@H:13]12)[CH3:32]. (2) The product is: [O:24]1[CH2:25][CH2:26][NH:27][C:28]2[N:29]=[C:20]([CH2:19][CH2:18][O:17][C:14]3[CH:15]=[CH:16][C:11]([CH2:10][C@@H:9]([C:37]([O:39][CH3:40])=[O:38])[NH2:8])=[CH:12][CH:13]=3)[CH:21]=[CH:22][C:23]1=2. Given the reactants C(OC([NH:8][C@H:9]([C:37]([O:39][CH3:40])=[O:38])[CH2:10][C:11]1[CH:16]=[CH:15][C:14]([O:17][CH2:18][CH2:19][C:20]2[CH:21]=[CH:22][C:23]3[O:24][CH2:25][CH2:26][N:27](C(OC(C)(C)C)=O)[C:28]=3[N:29]=2)=[CH:13][CH:12]=1)=O)(C)(C)C, predict the reaction product. (3) Given the reactants [Br:1][C:2]1[C:10]2[C:9](=[O:11])[NH:8][CH:7]=[N:6][C:5]=2[S:4][CH:3]=1.[H-].[Na+].[CH3:14]I.[Cl-].[NH4+], predict the reaction product. The product is: [Br:1][C:2]1[C:10]2[C:9](=[O:11])[N:8]([CH3:14])[CH:7]=[N:6][C:5]=2[S:4][CH:3]=1. (4) Given the reactants [NH2:1][C:2]1[N:7]=[CH:6][C:5]([CH:8]2[CH2:12][N:11]([CH3:13])[C:10](=[O:14])[CH2:9]2)=[CH:4][CH:3]=1.C1C(=O)N([Br:22])C(=O)C1.C(=O)(O)[O-].[Na+], predict the reaction product. The product is: [NH2:1][C:2]1[N:7]=[CH:6][C:5]([CH:8]2[CH2:12][N:11]([CH3:13])[C:10](=[O:14])[CH2:9]2)=[CH:4][C:3]=1[Br:22]. (5) Given the reactants [Cl:1][C:2]1[N:3]=[C:4](Cl)[C:5]2[CH:10]=[CH:9][S:8][C:6]=2[N:7]=1.[CH3:12][C@H:13]1[CH2:18][O:17][CH2:16][CH2:15][NH:14]1, predict the reaction product. The product is: [Cl:1][C:2]1[N:3]=[C:4]([N:14]2[CH2:15][CH2:16][O:17][CH2:18][C@@H:13]2[CH3:12])[C:5]2[CH:10]=[CH:9][S:8][C:6]=2[N:7]=1.